Dataset: NCI-60 drug combinations with 297,098 pairs across 59 cell lines. Task: Regression. Given two drug SMILES strings and cell line genomic features, predict the synergy score measuring deviation from expected non-interaction effect. (1) Drug 1: COC1=C(C=C2C(=C1)N=CN=C2NC3=CC(=C(C=C3)F)Cl)OCCCN4CCOCC4. Drug 2: C1C(C(OC1N2C=NC(=NC2=O)N)CO)O. Cell line: COLO 205. Synergy scores: CSS=30.9, Synergy_ZIP=1.49, Synergy_Bliss=6.06, Synergy_Loewe=4.24, Synergy_HSA=8.87. (2) Drug 1: C#CCC(CC1=CN=C2C(=N1)C(=NC(=N2)N)N)C3=CC=C(C=C3)C(=O)NC(CCC(=O)O)C(=O)O. Drug 2: C1C(C(OC1N2C=NC3=C2NC=NCC3O)CO)O. Cell line: SK-OV-3. Synergy scores: CSS=-2.65, Synergy_ZIP=4.61, Synergy_Bliss=7.56, Synergy_Loewe=-3.56, Synergy_HSA=-0.823. (3) Drug 1: CC1CCC2CC(C(=CC=CC=CC(CC(C(=O)C(C(C(=CC(C(=O)CC(OC(=O)C3CCCCN3C(=O)C(=O)C1(O2)O)C(C)CC4CCC(C(C4)OC)O)C)C)O)OC)C)C)C)OC. Drug 2: CCCCC(=O)OCC(=O)C1(CC(C2=C(C1)C(=C3C(=C2O)C(=O)C4=C(C3=O)C=CC=C4OC)O)OC5CC(C(C(O5)C)O)NC(=O)C(F)(F)F)O. Cell line: 786-0. Synergy scores: CSS=28.0, Synergy_ZIP=1.01, Synergy_Bliss=1.81, Synergy_Loewe=1.07, Synergy_HSA=1.12. (4) Drug 1: C1=CC=C(C=C1)NC(=O)CCCCCCC(=O)NO. Drug 2: C1CCC(C(C1)N)N.C(=O)(C(=O)[O-])[O-].[Pt+4]. Cell line: A549. Synergy scores: CSS=23.4, Synergy_ZIP=-0.749, Synergy_Bliss=0.805, Synergy_Loewe=-12.2, Synergy_HSA=1.49. (5) Drug 1: CS(=O)(=O)C1=CC(=C(C=C1)C(=O)NC2=CC(=C(C=C2)Cl)C3=CC=CC=N3)Cl. Drug 2: CN(CC1=CN=C2C(=N1)C(=NC(=N2)N)N)C3=CC=C(C=C3)C(=O)NC(CCC(=O)O)C(=O)O. Cell line: U251. Synergy scores: CSS=52.5, Synergy_ZIP=0.516, Synergy_Bliss=1.81, Synergy_Loewe=-34.8, Synergy_HSA=3.47. (6) Drug 1: CC1=C2C(C(=O)C3(C(CC4C(C3C(C(C2(C)C)(CC1OC(=O)C(C(C5=CC=CC=C5)NC(=O)OC(C)(C)C)O)O)OC(=O)C6=CC=CC=C6)(CO4)OC(=O)C)O)C)O. Synergy scores: CSS=-8.16, Synergy_ZIP=-0.292, Synergy_Bliss=-3.69, Synergy_Loewe=-7.96, Synergy_HSA=-7.90. Cell line: OVCAR-4. Drug 2: C1=NNC2=C1C(=O)NC=N2.